This data is from NCI-60 drug combinations with 297,098 pairs across 59 cell lines. The task is: Regression. Given two drug SMILES strings and cell line genomic features, predict the synergy score measuring deviation from expected non-interaction effect. (1) Synergy scores: CSS=-3.08, Synergy_ZIP=1.31, Synergy_Bliss=0.396, Synergy_Loewe=-4.64, Synergy_HSA=-3.85. Cell line: OVCAR3. Drug 1: CCC(=C(C1=CC=CC=C1)C2=CC=C(C=C2)OCCN(C)C)C3=CC=CC=C3.C(C(=O)O)C(CC(=O)O)(C(=O)O)O. Drug 2: CC1=C(C=C(C=C1)C(=O)NC2=CC(=CC(=C2)C(F)(F)F)N3C=C(N=C3)C)NC4=NC=CC(=N4)C5=CN=CC=C5. (2) Drug 1: CC12CCC3C(C1CCC2=O)CC(=C)C4=CC(=O)C=CC34C. Drug 2: C1=NC2=C(N=C(N=C2N1C3C(C(C(O3)CO)O)F)Cl)N. Cell line: HCT116. Synergy scores: CSS=37.2, Synergy_ZIP=-2.78, Synergy_Bliss=-5.18, Synergy_Loewe=-8.51, Synergy_HSA=-3.89. (3) Drug 1: C1CCN(CC1)CCOC2=CC=C(C=C2)C(=O)C3=C(SC4=C3C=CC(=C4)O)C5=CC=C(C=C5)O. Drug 2: C1=CC=C(C(=C1)C(C2=CC=C(C=C2)Cl)C(Cl)Cl)Cl. Cell line: RPMI-8226. Synergy scores: CSS=8.62, Synergy_ZIP=0.580, Synergy_Bliss=7.76, Synergy_Loewe=2.37, Synergy_HSA=1.87. (4) Drug 1: C1=CC(=CC=C1CC(C(=O)O)N)N(CCCl)CCCl.Cl. Drug 2: C1C(C(OC1N2C=C(C(=O)NC2=O)F)CO)O. Cell line: EKVX. Synergy scores: CSS=-0.825, Synergy_ZIP=-1.40, Synergy_Bliss=-4.49, Synergy_Loewe=-8.06, Synergy_HSA=-6.01. (5) Drug 2: C#CCC(CC1=CN=C2C(=N1)C(=NC(=N2)N)N)C3=CC=C(C=C3)C(=O)NC(CCC(=O)O)C(=O)O. Drug 1: C1=CC=C(C=C1)NC(=O)CCCCCCC(=O)NO. Synergy scores: CSS=70.5, Synergy_ZIP=4.57, Synergy_Bliss=1.53, Synergy_Loewe=1.97, Synergy_HSA=2.08. Cell line: UACC-257.